Dataset: NCI-60 drug combinations with 297,098 pairs across 59 cell lines. Task: Regression. Given two drug SMILES strings and cell line genomic features, predict the synergy score measuring deviation from expected non-interaction effect. Drug 1: CC12CCC(CC1=CCC3C2CCC4(C3CC=C4C5=CN=CC=C5)C)O. Drug 2: C(=O)(N)NO. Cell line: UACC-257. Synergy scores: CSS=-0.564, Synergy_ZIP=0.0543, Synergy_Bliss=-2.78, Synergy_Loewe=-5.96, Synergy_HSA=-3.76.